From a dataset of Full USPTO retrosynthesis dataset with 1.9M reactions from patents (1976-2016). Predict the reactants needed to synthesize the given product. (1) The reactants are: Cl[C:2]1[CH:7]=[C:6]([Cl:8])[N:5]=[CH:4][N:3]=1.[SH:9][C:10]1[CH:19]=[C:18]([CH3:20])[C:13]2[NH:14][C:15](=[O:17])[O:16][C:12]=2[CH:11]=1.CCN(C(C)C)C(C)C. Given the product [Cl:8][C:6]1[N:5]=[CH:4][N:3]=[C:2]([S:9][C:10]2[CH:19]=[C:18]([CH3:20])[C:13]3[NH:14][C:15](=[O:17])[O:16][C:12]=3[CH:11]=2)[CH:7]=1, predict the reactants needed to synthesize it. (2) Given the product [CH3:1][O:2][CH2:3][C:4]1[CH:9]=[C:8]([C:10]2[O:12][N:32]=[C:21]([C:22]3[CH:23]=[C:24]([CH:29]=[CH:30][CH:31]=3)[C:25]([O:27][CH3:28])=[O:26])[N:20]=2)[CH:7]=[CH:6][C:5]=1[C:13]1[CH:18]=[CH:17][CH:16]=[CH:15][C:14]=1[CH3:19], predict the reactants needed to synthesize it. The reactants are: [CH3:1][O:2][CH2:3][C:4]1[CH:9]=[C:8]([C:10]([OH:12])=O)[CH:7]=[CH:6][C:5]=1[C:13]1[CH:18]=[CH:17][CH:16]=[CH:15][C:14]=1[CH3:19].[NH2:20]/[C:21](=[N:32]/O)/[C:22]1[CH:23]=[C:24]([CH:29]=[CH:30][CH:31]=1)[C:25]([O:27][CH3:28])=[O:26].